Dataset: Full USPTO retrosynthesis dataset with 1.9M reactions from patents (1976-2016). Task: Predict the reactants needed to synthesize the given product. (1) Given the product [Cl:1][C:2]1[CH:13]=[CH:12][C:5]2[N:6]([CH2:16][CH3:17])[C:7](=[O:11])[O:8][C:9](=[O:10])[C:4]=2[CH:3]=1, predict the reactants needed to synthesize it. The reactants are: [Cl:1][C:2]1[CH:13]=[CH:12][C:5]2[NH:6][C:7](=[O:11])[O:8][C:9](=[O:10])[C:4]=2[CH:3]=1.[H-].[Na+].[CH2:16](I)[CH3:17].O. (2) Given the product [CH:29]1([C:30]2[CH:6]=[CH:7][C:8]([N:9]3[CH2:20][CH2:19][C:6]4([CH2:7][CH2:8][NH:9][CH2:10][CH2:11]4)[C:4]3=[O:5])=[CH:32][CH:31]=2)[CH2:27][CH2:28]1, predict the reactants needed to synthesize it. The reactants are: C(O[C:4]([C:6]1([CH2:19][CH2:20]OC)[CH2:11][CH2:10][N:9](C(OC(C)(C)C)=O)[CH2:8][CH2:7]1)=[O:5])C.[Cl-].C[Al+]C.[CH3:27][CH2:28][CH2:29][CH2:30][CH2:31][CH3:32]. (3) Given the product [C:1]1([C:7]2[CH:8]=[CH:9][C:10]3[S:14][C:13]4[CH:15]([NH2:28])[CH2:16][CH2:17][CH2:18][C:12]=4[C:11]=3[CH:20]=2)[CH:6]=[CH:5][CH:4]=[CH:3][CH:2]=1, predict the reactants needed to synthesize it. The reactants are: [C:1]1([C:7]2[CH:8]=[CH:9][C:10]3[S:14][C:13]4[C:15](=O)[CH2:16][CH2:17][CH2:18][C:12]=4[C:11]=3[CH:20]=2)[CH:6]=[CH:5][CH:4]=[CH:3][CH:2]=1.C([O-])(=O)C.[NH4+].[BH3-]C#[N:28].[Na+]. (4) The reactants are: [OH:1][C:2]1[CH:3]=[C:4]2[C:9](=[CH:10][CH:11]=1)[CH2:8][CH:7]([CH2:12][N:13]1[CH2:18][CH2:17][CH2:16][CH2:15][CH2:14]1)[CH2:6][CH2:5]2.[Cl:19][CH2:20][C:21]1[O:22][C:23]([C:26]2[CH:31]=[CH:30][CH:29]=[CH:28][CH:27]=2)=[N:24][N:25]=1.C(=O)([O-])[O-].[K+].[K+]. Given the product [ClH:19].[C:26]1([C:23]2[O:22][C:21]([CH2:20][O:1][C:2]3[CH:3]=[C:4]4[C:9](=[CH:10][CH:11]=3)[CH2:8][CH:7]([CH2:12][N:13]3[CH2:18][CH2:17][CH2:16][CH2:15][CH2:14]3)[CH2:6][CH2:5]4)=[N:25][N:24]=2)[CH:27]=[CH:28][CH:29]=[CH:30][CH:31]=1, predict the reactants needed to synthesize it. (5) Given the product [CH2:30]([N:14]([CH2:13][C:10]1[CH:11]=[CH:12][C:7]2[CH2:6][CH2:5][CH2:4][CH2:3][CH2:2][C:8]=2[CH:9]=1)[C:15]([CH:17]1[O:22][CH2:21][CH2:20][N:19]([C:23]([O:25][C:26]([CH3:28])([CH3:29])[CH3:27])=[O:24])[CH2:18]1)=[O:16])[CH:31]([CH3:33])[CH3:32], predict the reactants needed to synthesize it. The reactants are: O[CH:2]1[C:8]2[CH:9]=[C:10]([CH2:13][N:14]([CH2:30][CH:31]([CH3:33])[CH3:32])[C:15]([CH:17]3[O:22][CH2:21][CH2:20][N:19]([C:23]([O:25][C:26]([CH3:29])([CH3:28])[CH3:27])=[O:24])[CH2:18]3)=[O:16])[CH:11]=[CH:12][C:7]=2[CH2:6][CH2:5][CH2:4][CH2:3]1.[H][H].